From a dataset of Full USPTO retrosynthesis dataset with 1.9M reactions from patents (1976-2016). Predict the reactants needed to synthesize the given product. (1) Given the product [CH3:1][N:2]([CH3:33])[C:3]([N:5]1[C:14]2[C:9](=[CH:10][CH:11]=[CH:12][CH:13]=2)[C:8]2([CH2:15][CH2:16][N:17]([CH:20]3[CH2:25][CH2:24][NH:23][CH2:22][CH2:21]3)[CH2:18][CH2:19]2)[CH2:7][CH2:6]1)=[O:4], predict the reactants needed to synthesize it. The reactants are: [CH3:1][N:2]([CH3:33])[C:3]([N:5]1[C:14]2[C:9](=[CH:10][CH:11]=[CH:12][CH:13]=2)[C:8]2([CH2:19][CH2:18][N:17]([CH:20]3[CH2:25][CH2:24][N:23](C(OC(C)(C)C)=O)[CH2:22][CH2:21]3)[CH2:16][CH2:15]2)[CH2:7][CH2:6]1)=[O:4].C(O)(C(F)(F)F)=O. (2) Given the product [O:12]1[CH:16]=[CH:15][CH:14]=[C:13]1[C:2]1[CH:3]=[C:4]([NH2:11])[CH:5]=[C:6]([N+:8]([O-:10])=[O:9])[CH:7]=1, predict the reactants needed to synthesize it. The reactants are: Br[C:2]1[CH:3]=[C:4]([NH2:11])[CH:5]=[C:6]([N+:8]([O-:10])=[O:9])[CH:7]=1.[O:12]1[CH:16]=[CH:15][CH:14]=[C:13]1B(O)O.C(=O)([O-])[O-].[K+].[K+].Cl. (3) Given the product [CH3:10][C:11]1[N:9]=[C:1]([C:2]2[CH:3]=[N:4][CH:5]=[CH:6][CH:7]=2)[S:8][C:12]=1[CH2:13][CH2:14][OH:18], predict the reactants needed to synthesize it. The reactants are: [C:1]([NH2:9])(=[S:8])[C:2]1[CH:7]=[CH:6][CH:5]=[N:4][CH:3]=1.[C:10]1(C)C=[CH:14][CH:13]=[CH:12][CH:11]=1.C[OH:18].